From a dataset of Full USPTO retrosynthesis dataset with 1.9M reactions from patents (1976-2016). Predict the reactants needed to synthesize the given product. (1) Given the product [CH2:1]([NH:4][C:5](=[O:13])[C:6]1[CH:11]=[CH:10][CH:9]=[C:8]([C:22]2[C:23]3[C:18](=[CH:17][CH:16]=[CH:15][CH:14]=3)[CH:19]=[CH:20][CH:21]=2)[CH:7]=1)[CH2:2][CH3:3], predict the reactants needed to synthesize it. The reactants are: [CH2:1]([NH:4][C:5](=[O:13])[C:6]1[CH:11]=[CH:10][CH:9]=[C:8](Br)[CH:7]=1)[CH2:2][CH3:3].[C:14]1(B(O)O)[C:23]2[C:18](=[CH:19][CH:20]=[CH:21][CH:22]=2)[CH:17]=[CH:16][CH:15]=1. (2) Given the product [CH3:7][C:8]1[C:9]([C:18](=[O:20])[CH2:24][C:23]#[N:25])=[N:10][C:11]2[C:16]([N:17]=1)=[CH:15][CH:14]=[CH:13][CH:12]=2, predict the reactants needed to synthesize it. The reactants are: CC(C)([O-])C.[K+].[CH3:7][C:8]1[C:9]([C:18]([O:20]CC)=O)=[N:10][C:11]2[C:16]([N:17]=1)=[CH:15][CH:14]=[CH:13][CH:12]=2.[C:23](#[N:25])[CH3:24].O. (3) Given the product [N:11]1([C:14]2[CH:15]=[CH:16][C:17]([NH:20][C:21]([C:23]3[C:24]([C:29]4[CH:30]=[CH:31][CH:32]=[CH:33][CH:34]=4)=[CH:25][CH:26]=[CH:27][CH:28]=3)=[O:22])=[CH:18][CH:19]=2)[CH2:10][CH2:9][NH:8][CH2:13][CH2:12]1, predict the reactants needed to synthesize it. The reactants are: C1(C[N:8]2[CH2:13][CH2:12][N:11]([C:14]3[CH:19]=[CH:18][C:17]([NH:20][C:21]([C:23]4[C:24]([C:29]5[CH:34]=[CH:33][CH:32]=[CH:31][CH:30]=5)=[CH:25][CH:26]=[CH:27][CH:28]=4)=[O:22])=[CH:16][CH:15]=3)[CH2:10][CH2:9]2)C=CC=CC=1.[H][H]. (4) The reactants are: CO[C:3](=[O:18])[CH:4]([NH:8][S:9]([C:12]1[CH:17]=[CH:16][CH:15]=[CH:14][CH:13]=1)(=[O:11])=[O:10])[CH:5]([CH3:7])[CH3:6].[C:19]1([Mg]Br)[CH:24]=[CH:23][CH:22]=[CH:21][CH:20]=1. Given the product [C:3]([CH:4]([NH:8][S:9]([C:12]1[CH:13]=[CH:14][CH:15]=[CH:16][CH:17]=1)(=[O:10])=[O:11])[CH:5]([CH3:6])[CH3:7])(=[O:18])[C:19]1[CH:24]=[CH:23][CH:22]=[CH:21][CH:20]=1, predict the reactants needed to synthesize it. (5) Given the product [Br:1][C:2]1[CH2:7][CH2:6][C:5]([CH3:9])([CH3:8])[CH2:4][C:3]=1[CH2:10][Br:13], predict the reactants needed to synthesize it. The reactants are: [Br:1][C:2]1[CH2:7][CH2:6][C:5]([CH3:9])([CH3:8])[CH2:4][C:3]=1[CH2:10]O.P(Br)(Br)[Br:13]. (6) Given the product [CH3:1][O:2][C:3](=[O:40])[C:4]1[CH:5]=[CH:6][C:7]([CH2:10][N:11]([S:31]([C:34]2[CH:35]=[CH:36][CH:37]=[CH:38][CH:39]=2)(=[O:33])=[O:32])[CH2:12][C:13]2[CH:18]=[CH:17][C:16]([C:19]([F:21])([F:20])[P:22]([OH:27])([OH:24])=[O:23])=[C:15]([Br:30])[CH:14]=2)=[CH:8][CH:9]=1, predict the reactants needed to synthesize it. The reactants are: [CH3:1][O:2][C:3](=[O:40])[C:4]1[CH:9]=[CH:8][C:7]([CH2:10][N:11]([S:31]([C:34]2[CH:39]=[CH:38][CH:37]=[CH:36][CH:35]=2)(=[O:33])=[O:32])[CH2:12][C:13]2[CH:18]=[CH:17][C:16]([C:19]([P:22]([O:27]CC)([O:24]CC)=[O:23])([F:21])[F:20])=[C:15]([Br:30])[CH:14]=2)=[CH:6][CH:5]=1.C[Si](N([Si](C)(C)C)C(=O)C(F)(F)F)(C)C.I[Si](C)(C)C. (7) Given the product [N:42]1[CH:43]=[CH:44][C:39]([CH2:38][CH2:37][NH:36][S:33]([C:29]2[CH:28]=[C:27]([NH:26][C:12]([C:11]3[CH:10]=[N:9][N:8]4[C:3]([CH:2]([F:25])[F:1])=[CH:4][C:5]([C:15]5[CH:16]=[CH:17][C:18]([C:21]([F:24])([F:22])[F:23])=[CH:19][CH:20]=5)=[N:6][C:7]=34)=[O:13])[CH:32]=[CH:31][CH:30]=2)(=[O:35])=[O:34])=[CH:40][CH:41]=1, predict the reactants needed to synthesize it. The reactants are: [F:1][CH:2]([F:25])[C:3]1[N:8]2[N:9]=[CH:10][C:11]([C:12](O)=[O:13])=[C:7]2[N:6]=[C:5]([C:15]2[CH:20]=[CH:19][C:18]([C:21]([F:24])([F:23])[F:22])=[CH:17][CH:16]=2)[CH:4]=1.[NH2:26][C:27]1[CH:28]=[C:29]([S:33]([NH:36][CH2:37][CH2:38][C:39]2[CH:44]=[CH:43][N:42]=[CH:41][CH:40]=2)(=[O:35])=[O:34])[CH:30]=[CH:31][CH:32]=1. (8) Given the product [NH2:8][CH2:9][C:10]1[CH:11]=[C:12]([NH:16]/[C:17](=[C:24]2\[C:25](=[O:33])[NH:26][C:27]3[C:32]\2=[CH:31][CH:30]=[CH:29][CH:28]=3)/[C:18]2[CH:23]=[CH:22][CH:21]=[CH:20][CH:19]=2)[CH:13]=[CH:14][CH:15]=1, predict the reactants needed to synthesize it. The reactants are: C(OC([NH:8][CH2:9][C:10]1[CH:11]=[C:12]([NH:16]/[C:17](=[C:24]2\[C:25](=[O:33])[NH:26][C:27]3[C:32]\2=[CH:31][CH:30]=[CH:29][CH:28]=3)/[C:18]2[CH:23]=[CH:22][CH:21]=[CH:20][CH:19]=2)[CH:13]=[CH:14][CH:15]=1)=O)(C)(C)C.FC(F)(F)C(O)=O.